This data is from Reaction yield outcomes from USPTO patents with 853,638 reactions. The task is: Predict the reaction yield, written as a fraction of the theoretical maximum amount of product (1.0 means a 100% yield; for example, 0.34 means a 34% yield). The reactants are [CH3:1][C:2]1[CH:7]=[N:6][C:5]([CH3:8])=[CH:4][N:3]=1.C[N:10](C)C1C=CC=CC=1. No catalyst specified. The product is [CH3:8][C:5]1[C:4]([NH2:10])=[N:3][C:2]([CH3:1])=[CH:7][N:6]=1. The yield is 0.100.